From a dataset of Catalyst prediction with 721,799 reactions and 888 catalyst types from USPTO. Predict which catalyst facilitates the given reaction. (1) Product: [CH2:1]([O:3][C:4]([C:6]1[N:7]([CH3:26])[C:8]([CH2:24][CH3:25])=[C:9]([C:22]#[N:23])[C:10]=1[C:11]1[CH:12]=[CH:13][C:14]([C:17]2[N:18]([CH2:29][CH2:30][CH2:31][CH3:32])[N:19]=[N:20][N:21]=2)=[CH:15][CH:16]=1)=[O:5])[CH3:2]. The catalyst class is: 163. Reactant: [CH2:1]([O:3][C:4]([C:6]1[N:7]([CH3:26])[C:8]([CH2:24][CH3:25])=[C:9]([C:22]#[N:23])[C:10]=1[C:11]1[CH:16]=[CH:15][C:14]([C:17]2[NH:21][N:20]=[N:19][N:18]=2)=[CH:13][CH:12]=1)=[O:5])[CH3:2].[H-].[Na+].[CH2:29](I)[CH2:30][CH2:31][CH3:32]. (2) Reactant: [H-].[Na+].[C:3](#[N:10])C1C=CC=CC=1.Br[CH2:12][CH2:13][O:14][CH2:15]CBr.[CH3:18]O.[CH3:20][CH2:21][CH2:22][CH2:23][CH2:24][CH2:25][CH3:26]. Product: [C:22]1([C:21]2([C:3]#[N:10])[CH2:12][CH2:13][O:14][CH2:15][CH2:20]2)[CH:18]=[CH:26][CH:25]=[CH:24][CH:23]=1. The catalyst class is: 16. (3) Reactant: F[C:2]1[CH:9]=[CH:8][C:5]([CH:6]=[O:7])=[CH:4][C:3]=1[O:10][CH3:11].[NH:12]1[CH:16]=[CH:15][CH:14]=[N:13]1.C([O-])([O-])=O.[K+].[K+]. Product: [CH3:11][O:10][C:3]1[CH:4]=[C:5]([CH:8]=[CH:9][C:2]=1[N:12]1[CH:16]=[CH:15][CH:14]=[N:13]1)[CH:6]=[O:7]. The catalyst class is: 39. (4) Reactant: [F:1][C:2]1[CH:22]=[CH:21][C:20]([C:23]([NH:25][C:26]2[CH:31]=[C:30]([CH3:32])[CH:29]=[CH:28][C:27]=2[F:33])=[O:24])=[CH:19][C:3]=1[O:4][C:5]1[CH:10]=[CH:9][N:8]=[C:7]([C:11]2[NH:15][CH:14]=[C:13]([C:16](O)=[O:17])[CH:12]=2)[CH:6]=1.CN(C(ON1N=NC2C=CC=NC1=2)=[N+](C)C)C.F[P-](F)(F)(F)(F)F.C(N(CC)C(C)C)(C)C.[NH2:67][CH2:68][CH2:69][CH2:70][N:71]1[CH2:75][CH2:74][CH2:73][CH2:72]1. Product: [F:1][C:2]1[CH:22]=[CH:21][C:20]([C:23]([NH:25][C:26]2[CH:31]=[C:30]([CH3:32])[CH:29]=[CH:28][C:27]=2[F:33])=[O:24])=[CH:19][C:3]=1[O:4][C:5]1[CH:10]=[CH:9][N:8]=[C:7]([C:11]2[NH:15][CH:14]=[C:13]([C:16]([NH:67][CH2:68][CH2:69][CH2:70][N:71]3[CH2:75][CH2:74][CH2:73][CH2:72]3)=[O:17])[CH:12]=2)[CH:6]=1. The catalyst class is: 18. (5) Reactant: C[O:2][C:3](=[O:40])[CH:4]([NH:32][C:33]([O:35][C:36]([CH3:39])([CH3:38])[CH3:37])=[O:34])[CH2:5][S:6][CH2:7][C:8]1[CH:13]=[CH:12][C:11]([C:14]2[N:19]=[C:18]([C:20]3[CH:25]=[CH:24][CH:23]=[CH:22][CH:21]=3)[CH:17]=[C:16]([C:26]3[CH:31]=[CH:30][CH:29]=[CH:28][CH:27]=3)[N:15]=2)=[CH:10][CH:9]=1.CO.[OH-].[K+]. Product: [C:36]([O:35][C:33]([NH:32][CH:4]([CH2:5][S:6][CH2:7][C:8]1[CH:13]=[CH:12][C:11]([C:14]2[N:19]=[C:18]([C:20]3[CH:25]=[CH:24][CH:23]=[CH:22][CH:21]=3)[CH:17]=[C:16]([C:26]3[CH:27]=[CH:28][CH:29]=[CH:30][CH:31]=3)[N:15]=2)=[CH:10][CH:9]=1)[C:3]([OH:40])=[O:2])=[O:34])([CH3:39])([CH3:37])[CH3:38]. The catalyst class is: 30.